Dataset: Peptide-MHC class II binding affinity with 134,281 pairs from IEDB. Task: Regression. Given a peptide amino acid sequence and an MHC pseudo amino acid sequence, predict their binding affinity value. This is MHC class II binding data. (1) The peptide sequence is EKKYFFATQFEPLAA. The MHC is HLA-DQA10501-DQB10201 with pseudo-sequence HLA-DQA10501-DQB10201. The binding affinity (normalized) is 0.629. (2) The peptide sequence is HYLVNHPEVLVEASQ. The MHC is H-2-IAb with pseudo-sequence H-2-IAb. The binding affinity (normalized) is 0.475. (3) The peptide sequence is LGEPKMTKALEFFKH. The MHC is DRB1_0101 with pseudo-sequence DRB1_0101. The binding affinity (normalized) is 0.465. (4) The peptide sequence is YDKFMANVSTVLTGK. The MHC is DRB1_1302 with pseudo-sequence DRB1_1302. The binding affinity (normalized) is 0.856. (5) The peptide sequence is LKKLVFGYRKPLDNI. The MHC is HLA-DQA10401-DQB10402 with pseudo-sequence HLA-DQA10401-DQB10402. The binding affinity (normalized) is 0. (6) The peptide sequence is GELQIVDYIDAAFKI. The MHC is DRB1_0701 with pseudo-sequence DRB1_0701. The binding affinity (normalized) is 0.648. (7) The peptide sequence is AMTDTTPFGQQRVFK. The MHC is HLA-DQA10303-DQB10402 with pseudo-sequence HLA-DQA10303-DQB10402. The binding affinity (normalized) is 0. (8) The peptide sequence is AKSSPAYPSVLGQTI. The MHC is DRB1_0405 with pseudo-sequence DRB1_0405. The binding affinity (normalized) is 0.186. (9) The peptide sequence is GEMLLRTAIGQVSRP. The MHC is DRB1_0701 with pseudo-sequence DRB1_0701. The binding affinity (normalized) is 0.457. (10) The peptide sequence is SAEVLQATVDTMISW. The MHC is DRB1_0101 with pseudo-sequence DRB1_0101. The binding affinity (normalized) is 0.480.